This data is from Forward reaction prediction with 1.9M reactions from USPTO patents (1976-2016). The task is: Predict the product of the given reaction. (1) Given the reactants [F:1][C:2]([F:17])([F:16])[C:3]1[C:11]2[CH2:10][CH2:9][CH2:8][CH2:7][C:6]=2[N:5]([CH2:12][C:13]([OH:15])=O)[N:4]=1.[S:18]1[CH:22]=[CH:21][CH:20]=[C:19]1[C:23]([NH:25][NH2:26])=O.[Cl-].ClC1N(C)C=C[N+]=1C.C(N(CC)CC)C, predict the reaction product. The product is: [S:18]1[CH:22]=[CH:21][CH:20]=[C:19]1[C:23]1[O:15][C:13]([CH2:12][N:5]2[C:6]3[CH2:7][CH2:8][CH2:9][CH2:10][C:11]=3[C:3]([C:2]([F:1])([F:17])[F:16])=[N:4]2)=[N:26][N:25]=1. (2) Given the reactants [CH3:1][CH2:2][NH:3][C@@H:4]1[C:11]2[CH:12]=[C:13]([S:15]([NH2:18])(=[O:17])=[O:16])[S:14][C:10]=2[S:7](=[O:9])(=[O:8])[C@@H:6]([CH3:19])[CH2:5]1.Cl, predict the reaction product. The product is: [CH3:1][CH2:2][NH:3][C@@H:4]1[C:11]2[CH:12]=[C:13]([S:15]([NH2:18])(=[O:17])=[O:16])[S:14][C:10]=2[S:7](=[O:8])(=[O:9])[C@@H:6]([CH3:19])[CH2:5]1. (3) Given the reactants [C:1]1([N:7]2[C:12](=[O:13])[C:11]3[S:14][CH:15]=[C:16]([C:17]4[CH:22]=[CH:21][CH:20]=[CH:19][CH:18]=4)[C:10]=3[N:9]=[CH:8]2)[CH:6]=[CH:5][CH:4]=[CH:3][CH:2]=1.N[C:24]1C(C2C=CC=CC=2)=CSC=1C(OC)=O.C(OCC)(OCC)OCC.CC1CCCCC1N, predict the reaction product. The product is: [CH3:24][CH:2]1[CH2:3][CH2:4][CH2:5][CH2:6][CH:1]1[N:7]1[C:12](=[O:13])[C:11]2[S:14][CH:15]=[C:16]([C:17]3[CH:18]=[CH:19][CH:20]=[CH:21][CH:22]=3)[C:10]=2[N:9]=[CH:8]1. (4) Given the reactants [CH3:1][C:2]1[C:7]([N+:8]([O-:10])=[O:9])=[CH:6][N:5]=[C:4]([C:11]([O:13][CH2:14][CH3:15])=[O:12])[CH:3]=1.CO[CH:18](OC)[N:19]([CH3:21])[CH3:20], predict the reaction product. The product is: [CH3:18][N:19]([CH3:21])/[CH:20]=[CH:1]/[C:2]1[C:7]([N+:8]([O-:10])=[O:9])=[CH:6][N:5]=[C:4]([C:11]([O:13][CH2:14][CH3:15])=[O:12])[CH:3]=1. (5) Given the reactants [C:1]([C:3]1([NH:6][C:7]([C@@H:9]2[CH2:13][C@@H:12]([S:14][C:15]3[CH:20]=[CH:19][CH:18]=[C:17]([C:21]([F:24])([F:23])[F:22])[CH:16]=3)[CH2:11][NH:10]2)=[O:8])[CH2:5][CH2:4]1)#[N:2].[CH2:25]([O:27][C:28]([N:30]1[CH2:35][CH2:34][CH:33]([N:36]2[CH2:39][CH2:38][CH:37]2[C:40]([O-])=[O:41])[CH2:32][CH2:31]1)=[O:29])[CH3:26].[Li+], predict the reaction product. The product is: [C:1]([C:3]1([NH:6][C:7]([C@@H:9]2[CH2:13][C@@H:12]([S:14][C:15]3[CH:20]=[CH:19][CH:18]=[C:17]([C:21]([F:24])([F:22])[F:23])[CH:16]=3)[CH2:11][N:10]2[C:40]([CH:37]2[CH2:38][CH2:39][N:36]2[CH:33]2[CH2:32][CH2:31][N:30]([C:28]([O:27][CH2:25][CH3:26])=[O:29])[CH2:35][CH2:34]2)=[O:41])=[O:8])[CH2:4][CH2:5]1)#[N:2].